This data is from Full USPTO retrosynthesis dataset with 1.9M reactions from patents (1976-2016). The task is: Predict the reactants needed to synthesize the given product. (1) Given the product [S:19]1[CH2:20][CH2:21][N:16]([C:2]2[C:11]3[C:6](=[CH:7][C:8]([C:12]([O:14][CH3:15])=[O:13])=[CH:9][CH:10]=3)[N:5]=[CH:4][N:3]=2)[CH2:17][CH2:18]1, predict the reactants needed to synthesize it. The reactants are: Cl[C:2]1[C:11]2[C:6](=[CH:7][C:8]([C:12]([O:14][CH3:15])=[O:13])=[CH:9][CH:10]=2)[N:5]=[CH:4][N:3]=1.[NH:16]1[CH2:21][CH2:20][S:19][CH2:18][CH2:17]1. (2) Given the product [O:1]1[CH2:6][CH2:5][CH2:4][CH2:3][CH:2]1[O:7][NH:8][C:9]([C:11]1[CH:12]=[N:13][C:14]([N:17]2[CH2:29][CH2:28][C:27]3[C:26]4[C:21](=[CH:22][CH:23]=[CH:24][CH:25]=4)[N:20]([C:32](=[O:34])[CH3:33])[C:19]=3[CH2:18]2)=[N:15][CH:16]=1)=[O:10], predict the reactants needed to synthesize it. The reactants are: [O:1]1[CH2:6][CH2:5][CH2:4][CH2:3][CH:2]1[O:7][NH:8][C:9]([C:11]1[CH:12]=[N:13][C:14]([N:17]2[CH2:29][CH2:28][C:27]3[C:26]4[C:21](=[CH:22][CH:23]=[CH:24][CH:25]=4)[NH:20][C:19]=3[CH2:18]2)=[N:15][CH:16]=1)=[O:10].[H-].[Na+].[C:32](Cl)(=[O:34])[CH3:33]. (3) Given the product [C:13]([O:15][C:3](=[O:2])[C:4]1[CH:9]=[C:8]([OH:10])[CH:7]=[N:6][CH:5]=1)([CH3:16])([CH3:14])[CH3:12], predict the reactants needed to synthesize it. The reactants are: C[O:2][C:3](=O)[C:4]1[CH:9]=[C:8]([OH:10])[CH:7]=[N:6][CH:5]=1.[CH3:12][C:13]([CH3:16])([O-:15])[CH3:14].[K+].C(O)(C)(C)C.Cl. (4) Given the product [CH:10]1([NH:17][C:18]2[S:19][CH:2]([CH2:6][CH:7]([CH3:9])[CH3:8])[C:3](=[O:5])[N:20]=2)[CH2:16][CH2:15][CH2:14][CH2:13][CH2:12][CH2:11]1, predict the reactants needed to synthesize it. The reactants are: N[C@@H:2]([CH2:6][CH:7]([CH3:9])[CH3:8])[C:3]([OH:5])=O.[CH:10]1([NH:17][C:18]([NH2:20])=[S:19])[CH2:16][CH2:15][CH2:14][CH2:13][CH2:12][CH2:11]1. (5) Given the product [F:1][C:2]1[CH:3]=[C:4]([C:8]([C:13]2[NH:21][C:16]3=[N:17][CH:18]=[CH:19][CH:20]=[C:15]3[CH:14]=2)=[CH:9][CH:10]([CH3:12])[CH3:11])[CH:5]=[CH:6][CH:7]=1, predict the reactants needed to synthesize it. The reactants are: [F:1][C:2]1[CH:3]=[C:4]([C:8]([C:13]2[N:21](S(C3C=CC=CC=3)(=O)=O)[C:16]3=[N:17][CH:18]=[CH:19][CH:20]=[C:15]3[CH:14]=2)=[CH:9][CH:10]([CH3:12])[CH3:11])[CH:5]=[CH:6][CH:7]=1.[OH-].[Na+]. (6) Given the product [C:1]([O:5][C:6]([N:8]1[CH2:12][C@H:11]([CH2:13][NH:27][C:26]2[CH:28]=[CH:29][C:23]([Cl:22])=[CH:24][CH:25]=2)[C@@H:10]([CH2:15][C:16]2[CH:21]=[CH:20][CH:19]=[CH:18][CH:17]=2)[CH2:9]1)=[O:7])([CH3:4])([CH3:3])[CH3:2], predict the reactants needed to synthesize it. The reactants are: [C:1]([O:5][C:6]([N:8]1[CH2:12][C@H:11]([CH:13]=O)[C@@H:10]([CH2:15][C:16]2[CH:21]=[CH:20][CH:19]=[CH:18][CH:17]=2)[CH2:9]1)=[O:7])([CH3:4])([CH3:3])[CH3:2].[Cl:22][C:23]1[CH:29]=[CH:28][C:26]([NH2:27])=[CH:25][CH:24]=1.C(O[BH-](OC(=O)C)OC(=O)C)(=O)C.[Na+]. (7) Given the product [C:12]([O:16][CH:2]([O:11][C:1]12[CH2:8][CH:7]3[CH2:6][CH:5]([CH2:4][CH:3]([CH2:9]3)[CH2:2]1)[CH2:10]2)[CH:1]([CH3:10])[CH3:8])(=[O:15])[CH:13]=[CH2:14], predict the reactants needed to synthesize it. The reactants are: [C:1]12([OH:11])[CH2:10][CH:5]3[CH2:6][CH:7]([CH2:9][CH:3]([CH2:4]3)[CH2:2]1)[CH2:8]2.[C:12]([OH:16])(=[O:15])[CH:13]=[CH2:14]. (8) The reactants are: [CH2:1]([C@@H:8]1[NH:13][CH2:12][CH2:11][N:10]([C:14]2[CH:15]=[C:16]3[C:20](=[CH:21][CH:22]=2)[N:19]([CH2:23][CH3:24])[N:18]=[C:17]3[CH:25]2[CH2:28][CH2:27][CH2:26]2)[CH2:9]1)[C:2]1[CH:7]=[CH:6][CH:5]=[CH:4][CH:3]=1.C([O:31][C:32](=O)[CH2:33][C:34]1[NH:38][CH:37]=[N:36][N:35]=1)C. Given the product [CH2:1]([C@H:8]1[CH2:9][N:10]([C:14]2[CH:15]=[C:16]3[C:20](=[CH:21][CH:22]=2)[N:19]([CH2:23][CH3:24])[N:18]=[C:17]3[CH:25]2[CH2:28][CH2:27][CH2:26]2)[CH2:11][CH2:12][N:13]1[C:32](=[O:31])[CH2:33][C:34]1[NH:38][CH:37]=[N:36][N:35]=1)[C:2]1[CH:3]=[CH:4][CH:5]=[CH:6][CH:7]=1, predict the reactants needed to synthesize it. (9) Given the product [OH:1][C:5]([CH3:28])([CH3:27])[C:6]([C:8]1[CH:13]=[CH:12][C:11]([O:14][C:15]2[CH:20]=[CH:19][C:18]([C:21](=[O:26])[C:22]([OH:3])([CH3:24])[CH3:23])=[CH:17][CH:16]=2)=[CH:10][CH:9]=1)=[O:7], predict the reactants needed to synthesize it. The reactants are: [OH-:1].[Na+].[OH2:3].Cl[C:5]([CH3:28])([CH3:27])[C:6]([C:8]1[CH:13]=[CH:12][C:11]([O:14][C:15]2[CH:20]=[CH:19][C:18]([C:21](=[O:26])[C:22](Cl)([CH3:24])[CH3:23])=[CH:17][CH:16]=2)=[CH:10][CH:9]=1)=[O:7].Cl. (10) Given the product [ClH:20].[CH3:1][C:2]1([C:15]([O:17][CH2:18][CH3:19])=[O:16])[CH2:7][CH2:6][NH:5][CH2:4][CH2:3]1, predict the reactants needed to synthesize it. The reactants are: [CH3:1][C:2]1([C:15]([O:17][CH2:18][CH3:19])=[O:16])[CH2:7][CH2:6][N:5](C(OC(C)(C)C)=O)[CH2:4][CH2:3]1.[ClH:20].O1CCOCC1.